From a dataset of Forward reaction prediction with 1.9M reactions from USPTO patents (1976-2016). Predict the product of the given reaction. (1) Given the reactants [N+:1]([C:4]1[CH:5]=[C:6]2[C:10](=[CH:11][CH:12]=1)[NH:9][CH:8]=[CH:7]2)([O-:3])=[O:2].[C:13](O[C:13]([O:15][C:16]([CH3:19])([CH3:18])[CH3:17])=[O:14])([O:15][C:16]([CH3:19])([CH3:18])[CH3:17])=[O:14], predict the reaction product. The product is: [C:16]([O:15][C:13]([N:9]1[C:10]2[C:6](=[CH:5][C:4]([N+:1]([O-:3])=[O:2])=[CH:12][CH:11]=2)[CH:7]=[CH:8]1)=[O:14])([CH3:19])([CH3:18])[CH3:17]. (2) Given the reactants [F:1][C:2]1[CH:7]=[CH:6][C:5]([OH:8])=[CH:4][C:3]=1[C@:9]1([CH2:28][F:29])[CH2:14][C@@H:13]([C:15]([F:18])([F:17])[F:16])[O:12][C:11]([NH:19]C(=O)C2C=CC=CC=2)=[N:10]1.[Cl:30][C:31]1[CH:36]=[C:35]([C:37]2[CH:42]=[CH:41][CH:40]=[CH:39][CH:38]=2)[CH:34]=[C:33](Cl)[N:32]=1.C(=O)([O-])[O-].[Cs+].[Cs+], predict the reaction product. The product is: [Cl:30][C:31]1[N:32]=[C:33]([O:8][C:5]2[CH:6]=[CH:7][C:2]([F:1])=[C:3]([C@:9]3([CH2:28][F:29])[CH2:14][C@@H:13]([C:15]([F:17])([F:16])[F:18])[O:12][C:11]([NH2:19])=[N:10]3)[CH:4]=2)[CH:34]=[C:35]([C:37]2[CH:42]=[CH:41][CH:40]=[CH:39][CH:38]=2)[CH:36]=1.